Dataset: Catalyst prediction with 721,799 reactions and 888 catalyst types from USPTO. Task: Predict which catalyst facilitates the given reaction. (1) The catalyst class is: 11. Product: [F:35][C:34]([F:37])([F:36])[C:39]([OH:42])=[O:40].[Cl:33][C:30]1[CH:31]=[CH:32][C:27]([O:26][C:23]2[CH:24]=[CH:25][C:20]([CH2:19][CH2:18][O:17][C:15]3[NH:38][CH:2]=[C:3]([CH2:8][C:9]4[CH:10]=[N:11][N:12]([CH3:14])[CH:13]=4)[C:4](=[O:6])[N:16]=3)=[CH:21][CH:22]=2)=[CH:28][C:29]=1[C:34]([F:35])([F:36])[F:37]. Reactant: O/[CH:2]=[C:3](/[CH2:8][C:9]1[CH:10]=[N:11][N:12]([CH3:14])[CH:13]=1)\[C:4]([O:6]C)=O.[C:15](=[NH:38])([O:17][CH2:18][CH2:19][C:20]1[CH:25]=[CH:24][C:23]([O:26][C:27]2[CH:32]=[CH:31][C:30]([Cl:33])=[C:29]([C:34]([F:37])([F:36])[F:35])[CH:28]=2)=[CH:22][CH:21]=1)[NH2:16].[C:39]([O-:42])([O-])=[O:40].[K+].[K+]. (2) Product: [CH3:1][C:2]1[C:3]([N+:15]([O-:17])=[O:16])=[C:4]([CH:12]=[CH:13][CH:14]=1)[C:5]([NH:7][O:8][CH2:9][CH2:10][Cl:20])=[NH:6]. The catalyst class is: 6. Reactant: [CH3:1][C:2]1[C:3]([N+:15]([O-:17])=[O:16])=[C:4]([CH:12]=[CH:13][CH:14]=1)[C:5]([NH:7][O:8][CH2:9][CH2:10]O)=[NH:6].S(Cl)([Cl:20])=O. (3) Reactant: [ClH:1].O1CCOCC1.[CH2:8]([O:10][C:11]([C:13]1[C:22](=[O:23])[C:21]2[C:16](=[C:17]([O:42][CH3:43])[C:18]([N:25]3[CH2:30][CH2:29][CH2:28][C:27](=[C:31]([F:41])[CH2:32][NH:33]C(OC(C)(C)C)=O)[CH2:26]3)=[C:19]([F:24])[CH:20]=2)[N:15]([CH:44]2[CH2:46][CH2:45]2)[CH:14]=1)=[O:12])[CH3:9]. Product: [ClH:1].[CH2:8]([O:10][C:11]([C:13]1[C:22](=[O:23])[C:21]2[C:16](=[C:17]([O:42][CH3:43])[C:18]([N:25]3[CH2:30][CH2:29][CH2:28][C:27](=[C:31]([F:41])[CH2:32][NH2:33])[CH2:26]3)=[C:19]([F:24])[CH:20]=2)[N:15]([CH:44]2[CH2:45][CH2:46]2)[CH:14]=1)=[O:12])[CH3:9]. The catalyst class is: 2. (4) Reactant: O[CH2:2][C:3]1[CH:8]=[CH:7][C:6]([C@H:9]2[CH2:14][CH2:13][C@H:12]([O:15][C:16]3[N:17]([CH3:29])[C:18](=[O:28])[CH:19]=[C:20]([C:22]4[CH:27]=[CH:26][N:25]=[CH:24][N:23]=4)[N:21]=3)[CH2:11][CH2:10]2)=[CH:5][CH:4]=1.C(N(CC)CC)C.CS(Cl)(=O)=O.[CH3:42][N:43]1[CH2:48][CH2:47][NH:46][CH2:45][CH2:44]1.C(=O)([O-])[O-].[K+].[K+]. Product: [CH3:29][N:17]1[C:18](=[O:28])[CH:19]=[C:20]([C:22]2[CH:27]=[CH:26][N:25]=[CH:24][N:23]=2)[N:21]=[C:16]1[O:15][C@H:12]1[CH2:13][CH2:14][C@H:9]([C:6]2[CH:7]=[CH:8][C:3]([CH2:2][N:46]3[CH2:47][CH2:48][N:43]([CH3:42])[CH2:44][CH2:45]3)=[CH:4][CH:5]=2)[CH2:10][CH2:11]1. The catalyst class is: 46. (5) Reactant: [NH2:1][C@H:2]1[CH2:7][CH2:6][C@H:5]([OH:8])[CH2:4][CH2:3]1.[C:9]([O:13][C:14](O[C:14]([O:13][C:9]([CH3:12])([CH3:11])[CH3:10])=[O:15])=[O:15])([CH3:12])([CH3:11])[CH3:10]. Product: [C:9]([O:13][C:14](=[O:15])[NH:1][CH:2]1[CH2:7][CH2:6][CH:5]([OH:8])[CH2:4][CH2:3]1)([CH3:12])([CH3:11])[CH3:10]. The catalyst class is: 74. (6) Product: [CH2:17]([C:20]1[C:28]2[O:27][N:26]=[C:25]([C:29]([F:32])([F:31])[F:30])[C:24]=2[CH:23]=[CH:22][C:21]=1[O:33][CH2:34][CH2:35][CH2:36][N:10]1[CH2:11][C:12](=[O:39])[N:8]([CH2:7][C:6]2[CH:15]=[CH:16][C:3]([O:2][CH3:1])=[CH:4][CH:5]=2)[C:9]1=[O:14])[CH2:18][CH3:19]. Reactant: [CH3:1][O:2][C:3]1[CH:16]=[CH:15][C:6]([CH2:7][N:8]2[CH2:12][C:11](=O)[NH:10][C:9]2=[O:14])=[CH:5][CH:4]=1.[CH2:17]([C:20]1[C:28]2[O:27][N:26]=[C:25]([C:29]([F:32])([F:31])[F:30])[C:24]=2[CH:23]=[CH:22][C:21]=1[O:33][CH2:34][CH2:35][CH2:36]Br)[CH2:18][CH3:19].C([O-])([O-])=[O:39].[Cs+].[Cs+].O. The catalyst class is: 3. (7) Reactant: [Cl-].O[NH3+:3].[C:4](=[O:7])([O-])[OH:5].[Na+].CS(C)=O.[CH2:13]([C:17]1[N:18]=[C:19]([CH3:47])[N:20]([C:39]2[CH:44]=[CH:43][CH:42]=[C:41]([CH:45]=[CH2:46])[CH:40]=2)[C:21](=[O:38])[C:22]=1[CH2:23][C:24]1[CH:29]=[CH:28][C:27]([C:30]2[C:31]([C:36]#[N:37])=[CH:32][CH:33]=[CH:34][CH:35]=2)=[CH:26][CH:25]=1)[CH2:14][CH2:15][CH3:16]. Product: [CH2:13]([C:17]1[N:18]=[C:19]([CH3:47])[N:20]([C:39]2[CH:44]=[CH:43][CH:42]=[C:41]([CH:45]=[CH2:46])[CH:40]=2)[C:21](=[O:38])[C:22]=1[CH2:23][C:24]1[CH:29]=[CH:28][C:27]([C:30]2[CH:35]=[CH:34][CH:33]=[CH:32][C:31]=2[C:36]2[NH:3][C:4](=[O:7])[O:5][N:37]=2)=[CH:26][CH:25]=1)[CH2:14][CH2:15][CH3:16]. The catalyst class is: 69.